From a dataset of Reaction yield outcomes from USPTO patents with 853,638 reactions. Predict the reaction yield, written as a fraction of the theoretical maximum amount of product (1.0 means a 100% yield; for example, 0.34 means a 34% yield). (1) The reactants are [CH2:1]1[O:9][C:8]2[CH:7]=[CH:6][C:5]([CH3:10])=[CH:4][C:3]=2[O:2]1.[N+:11]([O-])(O)=O.O. The catalyst is C(O)(=O)C. The product is [CH2:1]1[O:2][C:3]2[CH:4]=[C:5]([CH3:10])[C:6]([NH2:11])=[CH:7][C:8]=2[O:9]1. The yield is 0.870. (2) The reactants are [CH3:1][O:2][C:3]1[CH:20]=[CH:19][C:6]2[N:7]=[C:8]([C:10]3[CH:15]=[CH:14][C:13]([N+:16]([O-])=O)=[CH:12][CH:11]=3)[S:9][C:5]=2[CH:4]=1.O.O.[Sn](Cl)Cl. The catalyst is C(O)C. The product is [CH3:1][O:2][C:3]1[CH:20]=[CH:19][C:6]2[N:7]=[C:8]([C:10]3[CH:11]=[CH:12][C:13]([NH2:16])=[CH:14][CH:15]=3)[S:9][C:5]=2[CH:4]=1. The yield is 0.970. (3) The reactants are [NH2:1][C:2]1[CH:10]=[C:9]([Br:11])[C:8]([F:12])=[CH:7][C:3]=1[C:4]([OH:6])=[O:5].[N:13]([O-])=O.[Na+].O.O.[Sn](Cl)[Cl:20]. The catalyst is Cl.O. The product is [ClH:20].[Br:11][C:9]1[C:8]([F:12])=[CH:7][C:3]([C:4]([OH:6])=[O:5])=[C:2]([NH:1][NH2:13])[CH:10]=1. The yield is 0.440. (4) The reactants are C([S:4][CH2:5][CH2:6][CH2:7][CH:8]([C:20]([O:22]C)=[O:21])[O:9][C:10]1[CH:11]=[C:12]([CH:17]=[CH:18][CH:19]=1)[C:13]([O:15]C)=[O:14])(=O)C.[OH-].[Na+].Cl. The catalyst is C1COCC1. The product is [C:20]([CH:8]([O:9][C:10]1[CH:11]=[C:12]([CH:17]=[CH:18][CH:19]=1)[C:13]([OH:15])=[O:14])[CH2:7][CH2:6][CH2:5][SH:4])([OH:22])=[O:21]. The yield is 0.690. (5) The reactants are Br[C:2]1[S:19][C:5]2[C:6]3[N:14]=[CH:13][C:12]([C:15]([O:17][CH3:18])=[O:16])=[CH:11][C:7]=3[O:8][CH2:9][CH2:10][C:4]=2[CH:3]=1.[F:20][C:21]1[C:26](B(O)O)=[CH:25][CH:24]=[CH:23][N:22]=1. No catalyst specified. The product is [F:20][C:21]1[C:26]([C:2]2[S:19][C:5]3[C:6]4[N:14]=[CH:13][C:12]([C:15]([O:17][CH3:18])=[O:16])=[CH:11][C:7]=4[O:8][CH2:9][CH2:10][C:4]=3[CH:3]=2)=[CH:25][CH:24]=[CH:23][N:22]=1. The yield is 0.610. (6) The reactants are [NH2:1][C:2]1[C:10]([O:11][CH3:12])=[CH:9][CH:8]=[CH:7][C:3]=1[C:4]([OH:6])=O.[NH2:13][CH2:14][CH2:15][CH2:16][C@H:17]1[O:21][C:20](=[O:22])[N:19]([C:23]2[CH:24]=[CH:25][C:26]3[S:31][CH2:30][C:29](=[O:32])[NH:28][C:27]=3[CH:33]=2)[CH2:18]1. No catalyst specified. The product is [NH2:1][C:2]1[C:10]([O:11][CH3:12])=[CH:9][CH:8]=[CH:7][C:3]=1[C:4]([NH:13][CH2:14][CH2:15][CH2:16][C@H:17]1[O:21][C:20](=[O:22])[N:19]([C:23]2[CH:24]=[CH:25][C:26]3[S:31][CH2:30][C:29](=[O:32])[NH:28][C:27]=3[CH:33]=2)[CH2:18]1)=[O:6]. The yield is 0.820. (7) The reactants are [N+:1]([C:4]1[CH:8]=[C:7]([C:9]([OH:11])=O)[NH:6][N:5]=1)([O-:3])=[O:2].Cl.[CH3:13][NH:14][O:15][CH3:16].CN(C(ON1N=NC2C=CC=NC1=2)=[N+](C)C)C.F[P-](F)(F)(F)(F)F.C(N(CC)CC)C. The catalyst is ClCCl. The product is [CH3:16][O:15][N:14]([CH3:13])[C:9]([C:7]1[NH:6][N:5]=[C:4]([N+:1]([O-:3])=[O:2])[CH:8]=1)=[O:11]. The yield is 0.800. (8) The reactants are C(OC([N:8]1[C:16]2[C:11](=[CH:12][C:13]([CH2:17][CH:18]([C:39]([O:41]C)=[O:40])[NH:19][C:20]([N:22]3[CH2:27][CH2:26][CH:25]([N:28]4[CH2:37][C:36]5[C:31](=[CH:32][CH:33]=[CH:34][CH:35]=5)[NH:30][C:29]4=[O:38])[CH2:24][CH2:23]3)=[O:21])=[CH:14][CH:15]=2)[CH:10]=[N:9]1)=O)(C)(C)C.O.[OH-].[Li+]. The catalyst is O1CCCC1.CO.O. The product is [NH:8]1[C:16]2[C:11](=[CH:12][C:13]([CH2:17][CH:18]([NH:19][C:20]([N:22]3[CH2:27][CH2:26][CH:25]([N:28]4[CH2:37][C:36]5[C:31](=[CH:32][CH:33]=[CH:34][CH:35]=5)[NH:30][C:29]4=[O:38])[CH2:24][CH2:23]3)=[O:21])[C:39]([OH:41])=[O:40])=[CH:14][CH:15]=2)[CH:10]=[N:9]1. The yield is 0.800.